This data is from Forward reaction prediction with 1.9M reactions from USPTO patents (1976-2016). The task is: Predict the product of the given reaction. (1) Given the reactants [CH:1]1([NH:7][C:8]2[CH:17]=[C:16]3[C:11]([C:12](=[O:33])[C:13](/[CH:23]=[CH:24]/[P:25](=[O:32])([O:29]CC)[O:26]CC)=[CH:14][N:15]3[CH:18]([CH2:21][CH3:22])[CH2:19][CH3:20])=[CH:10][C:9]=2[F:34])[CH2:6][CH2:5][CH2:4][CH2:3][CH2:2]1.[Br:35][Si](C)(C)C.C(O)C, predict the reaction product. The product is: [BrH:35].[CH:1]1([NH:7][C:8]2[CH:17]=[C:16]3[C:11]([C:12](=[O:33])[C:13](/[CH:23]=[CH:24]/[P:25](=[O:26])([OH:32])[OH:29])=[CH:14][N:15]3[CH:18]([CH2:19][CH3:20])[CH2:21][CH3:22])=[CH:10][C:9]=2[F:34])[CH2:6][CH2:5][CH2:4][CH2:3][CH2:2]1. (2) The product is: [Cl:1][C:2]1[CH:3]=[CH:4][C:5]([C:40]#[N:41])=[C:6]([C:8]2[C:13]([O:14][CH3:15])=[CH:12][N:11]([CH:16]([CH2:33][C@@H:34]3[CH2:38][CH2:37][CH2:36][O:35]3)[C:17]([NH:19][C:20]3[CH:32]=[CH:31][C:23]([C:24]([OH:26])=[O:25])=[CH:22][CH:21]=3)=[O:18])[C:10](=[O:39])[CH:9]=2)[CH:7]=1. Given the reactants [Cl:1][C:2]1[CH:3]=[CH:4][C:5]([C:40]#[N:41])=[C:6]([C:8]2[C:13]([O:14][CH3:15])=[CH:12][N:11]([CH:16]([CH2:33][C@@H:34]3[CH2:38][CH2:37][CH2:36][O:35]3)[C:17]([NH:19][C:20]3[CH:32]=[CH:31][C:23]([C:24]([O:26]C(C)(C)C)=[O:25])=[CH:22][CH:21]=3)=[O:18])[C:10](=[O:39])[CH:9]=2)[CH:7]=1.C(O)(C(F)(F)F)=O, predict the reaction product. (3) Given the reactants [NH2:1][C:2]1[C:10]([CH3:11])=[CH:9][CH:8]=[CH:7][C:3]=1[C:4]([OH:6])=O.[CH3:12][NH2:13].[CH3:14][O:15][C:16]1[CH:23]=[CH:22][C:19]([CH:20]=O)=[CH:18][CH:17]=1.OC1[CH2:30][CH2:29][N:28](C(OC(C)(C)C)=O)[CH2:27][CH2:26]1.[C:38]1(=O)[CH2:41][CH2:40][CH2:39]1, predict the reaction product. The product is: [CH:38]1([N:28]2[CH2:29][CH2:30][CH:14]([O:15][C:16]3[CH:23]=[CH:22][C:19]([C:20]4[N:13]([CH3:12])[C:4](=[O:6])[C:3]5[C:2](=[C:10]([CH3:11])[CH:9]=[CH:8][CH:7]=5)[N:1]=4)=[CH:18][CH:17]=3)[CH2:26][CH2:27]2)[CH2:41][CH2:40][CH2:39]1. (4) Given the reactants [C:1]1([C:28]2[CH:33]=[CH:32][CH:31]=[CH:30][CH:29]=2)[CH:6]=[CH:5][C:4]([CH2:7][C@@H:8]([C:17]([NH:19][CH2:20][C:21]([O:23]C(C)(C)C)=[O:22])=[O:18])[CH2:9][C:10]([O:12]C(C)(C)C)=[O:11])=[CH:3][CH:2]=1.C(O)(C(F)(F)F)=O, predict the reaction product. The product is: [C:1]1([C:28]2[CH:29]=[CH:30][CH:31]=[CH:32][CH:33]=2)[CH:2]=[CH:3][C:4]([CH2:7][C@@H:8]([C:17]([NH:19][CH2:20][C:21]([OH:23])=[O:22])=[O:18])[CH2:9][C:10]([OH:12])=[O:11])=[CH:5][CH:6]=1. (5) Given the reactants [Br:1][C:2]1[C:3]([CH3:12])=[C:4]([CH:8]=[C:9]([CH3:11])[CH:10]=1)[C:5](O)=[O:6], predict the reaction product. The product is: [Br:1][C:2]1[C:3]([CH3:12])=[C:4]([CH2:5][OH:6])[CH:8]=[C:9]([CH3:11])[CH:10]=1.